This data is from Forward reaction prediction with 1.9M reactions from USPTO patents (1976-2016). The task is: Predict the product of the given reaction. (1) Given the reactants [C:1]1([CH2:7][O:8][C:9]2[NH:13][C:12](=[O:14])[O:11][N:10]=2)[CH:6]=[CH:5][CH:4]=[CH:3][CH:2]=1.[CH3:15][CH:16]([CH3:19])[CH2:17]O.C1(P(C2C=CC=CC=2)C2C=CC=CC=2)C=CC=CC=1.N(C(OCC)=O)=NC(OCC)=O, predict the reaction product. The product is: [CH3:15][CH:16]([CH3:19])[CH2:17][N:13]1[C:12](=[O:14])[O:11][N:10]=[C:9]1[O:8][CH2:7][C:1]1[CH:2]=[CH:3][CH:4]=[CH:5][CH:6]=1. (2) Given the reactants Br[C:2]1[C:7]([O:8][CH2:9][CH2:10][CH:11]=[CH2:12])=[CH:6][CH:5]=[CH:4][N:3]=1.C1(P(C2C=CC=CC=2)C2C=CC=CC=2)C=CC=CC=1.C([O-])(=O)C.[K+], predict the reaction product. The product is: [CH2:12]=[C:11]1[C:2]2=[N:3][CH:4]=[CH:5][CH:6]=[C:7]2[O:8][CH2:9][CH2:10]1. (3) Given the reactants [Cl:1][C:2]1[CH:7]=[CH:6][C:5]([N:8]([CH2:23][C:24]2[CH:29]=[CH:28][C:27]([O:30][CH3:31])=[CH:26][CH:25]=2)[C:9]([C:11]2[S:15][C:14]([NH:16][CH:17]3[CH2:22][CH2:21][NH:20][CH2:19][CH2:18]3)=[N:13][CH:12]=2)=[O:10])=[CH:4][CH:3]=1.[N:32]1([CH2:37]/[CH:38]=[CH:39]/[C:40](Cl)=[O:41])[CH2:36][CH2:35][CH2:34][CH2:33]1.C(N(CC)CC)C.O, predict the reaction product. The product is: [Cl:1][C:2]1[CH:7]=[CH:6][C:5]([N:8]([CH2:23][C:24]2[CH:25]=[CH:26][C:27]([O:30][CH3:31])=[CH:28][CH:29]=2)[C:9]([C:11]2[S:15][C:14]([NH:16][CH:17]3[CH2:22][CH2:21][N:20]([C:40](=[O:41])/[CH:39]=[CH:38]/[CH2:37][N:32]4[CH2:36][CH2:35][CH2:34][CH2:33]4)[CH2:19][CH2:18]3)=[N:13][CH:12]=2)=[O:10])=[CH:4][CH:3]=1. (4) Given the reactants [CH2:1]([O:17][CH2:18][C@H:19]1[C@H:23]([CH2:24][O:25][CH2:26][CH2:27][CH2:28][CH2:29][CH2:30][CH2:31][CH2:32][CH2:33]/[CH:34]=[CH:35]\[CH2:36][CH2:37][CH2:38][CH2:39][CH2:40][CH3:41])[CH2:22][NH:21][CH2:20]1)[CH2:2][CH2:3][CH2:4][CH2:5][CH2:6][CH2:7][CH2:8]/[CH:9]=[CH:10]\[CH2:11][CH2:12][CH2:13][CH2:14][CH2:15][CH3:16].C=O.[C:44](O[BH-](OC(=O)C)OC(=O)C)(=O)C.[Na+], predict the reaction product. The product is: [CH2:26]([O:25][CH2:24][C@H:23]1[C@H:19]([CH2:18][O:17][CH2:1][CH2:2][CH2:3][CH2:4][CH2:5][CH2:6][CH2:7][CH2:8]/[CH:9]=[CH:10]\[CH2:11][CH2:12][CH2:13][CH2:14][CH2:15][CH3:16])[CH2:20][N:21]([CH3:44])[CH2:22]1)[CH2:27][CH2:28][CH2:29][CH2:30][CH2:31][CH2:32][CH2:33]/[CH:34]=[CH:35]\[CH2:36][CH2:37][CH2:38][CH2:39][CH2:40][CH3:41]. (5) The product is: [Cl:1][C:2]1[N:6]([CH2:18][C:17]2[CH:20]=[CH:21][C:14]([Cl:13])=[CH:15][CH:16]=2)[C:5]2[CH:7]=[CH:8][CH:9]=[CH:10][C:4]=2[N:3]=1. Given the reactants [Cl:1][C:2]1[NH:3][C:4]2[CH:10]=[CH:9][CH:8]=[CH:7][C:5]=2[N:6]=1.[H-].[Na+].[Cl:13][C:14]1[CH:21]=[CH:20][C:17]([CH2:18]Br)=[CH:16][CH:15]=1, predict the reaction product. (6) Given the reactants FC1(F)CCN(C(C2NC3C(C=2)=CC(O[CH:20]2[CH2:25][CH2:24][N:23]([CH:26]([CH3:28])[CH3:27])[CH2:22][CH2:21]2)=CC=3)=O)CC1.[CH2:30]([O:32][C:33]([C:35]1[NH:36][C:37]2[C:42]([CH:43]=1)=[CH:41][C:40]([OH:44])=[C:39]([Cl:45])[CH:38]=2)=[O:34])[CH3:31], predict the reaction product. The product is: [CH2:30]([O:32][C:33]([C:35]1[NH:36][C:37]2[C:42]([CH:43]=1)=[CH:41][C:40]([O:44][CH:20]1[CH2:25][CH2:24][N:23]([CH:26]([CH3:28])[CH3:27])[CH2:22][CH2:21]1)=[C:39]([Cl:45])[CH:38]=2)=[O:34])[CH3:31]. (7) Given the reactants [I:1]I.[NH2:3][C:4]1[CH:13]=[C:12]([Cl:14])[CH:11]=[CH:10][C:5]=1[C:6]([O:8][CH3:9])=[O:7], predict the reaction product. The product is: [NH2:3][C:4]1[CH:13]=[C:12]([Cl:14])[C:11]([I:1])=[CH:10][C:5]=1[C:6]([O:8][CH3:9])=[O:7]. (8) Given the reactants I[C:2]1[C:7]([NH:8][CH3:9])=[C:6]([I:10])[N:5]=[CH:4][N:3]=1.C(=O)([O-])[O-].[K+].[K+].[NH2:17][C:18]1[CH:23]=[CH:22][C:21]([OH:24])=[CH:20][C:19]=1[Cl:25].O, predict the reaction product. The product is: [NH2:17][C:18]1[CH:23]=[CH:22][C:21]([O:24][C:2]2[C:7]([NH:8][CH3:9])=[C:6]([I:10])[N:5]=[CH:4][N:3]=2)=[CH:20][C:19]=1[Cl:25]. (9) Given the reactants [F:1][C:2]1[C:10]([CH3:11])=[C:9]([F:12])[CH:8]=[CH:7][C:3]=1[C:4]([O-:6])=O.S(Cl)(Cl)=O.[CH3:17][N:18]([CH3:26])[CH:19]=[CH:20][C:21]([O:23][CH2:24][CH3:25])=[O:22].C(N(CC)CC)C, predict the reaction product. The product is: [F:1][C:2]1[C:10]([CH3:11])=[C:9]([F:12])[CH:8]=[CH:7][C:3]=1[C:4]([C:20](=[CH:19][N:18]([CH3:26])[CH3:17])[C:21]([O:23][CH2:24][CH3:25])=[O:22])=[O:6].